Dataset: Reaction yield outcomes from USPTO patents with 853,638 reactions. Task: Predict the reaction yield, written as a fraction of the theoretical maximum amount of product (1.0 means a 100% yield; for example, 0.34 means a 34% yield). (1) The reactants are [C:1]([N:5]1[C:9]2=[N:10][C:11]([NH:14][C:15](=[O:23])[C:16]3[CH:21]=[CH:20][C:19]([CH3:22])=[CH:18][CH:17]=3)=[CH:12][CH:13]=[C:8]2[C:7]([C:24](O)=[O:25])=[CH:6]1)([CH3:4])([CH3:3])[CH3:2].F[P-](F)(F)(F)(F)F.[CH3:34][N+:35](C)=[C:36](N(C)C)ON1C2N=CC=CC=2N=N1.C(N(CC)CC)C. The catalyst is CN(C=O)C. The product is [CH3:34][N:35]([CH3:36])[C:24]([C:7]1[C:8]2[C:9](=[N:10][C:11]([NH:14][C:15](=[O:23])[C:16]3[CH:21]=[CH:20][C:19]([CH3:22])=[CH:18][CH:17]=3)=[CH:12][CH:13]=2)[N:5]([C:1]([CH3:3])([CH3:4])[CH3:2])[CH:6]=1)=[O:25]. The yield is 0.100. (2) The reactants are [CH3:1][O:2][C:3]1[CH:8]=[CH:7][C:6]([O:9][CH3:10])=[CH:5][C:4]=1[S:11]([NH:14][C@H:15]1[CH2:19][N:18]([C:20]([O:22][C:23]([CH3:26])([CH3:25])[CH3:24])=[O:21])[C@@H:17]([CH2:27][N:28]2[C:36](=[O:37])[C:35]3[C:30](=[CH:31][CH:32]=[CH:33][CH:34]=3)[C:29]2=[O:38])[CH2:16]1)(=[O:13])=[O:12].C(=O)([O-])[O-].[Cs+].[Cs+].[CH2:45](Br)[C:46]1[CH:51]=[CH:50][CH:49]=[CH:48][CH:47]=1. The catalyst is CN(C=O)C.C(OCC)(=O)C.O. The product is [CH3:1][O:2][C:3]1[CH:8]=[CH:7][C:6]([O:9][CH3:10])=[CH:5][C:4]=1[S:11]([N:14]([CH2:45][C:46]1[CH:51]=[CH:50][CH:49]=[CH:48][CH:47]=1)[C@H:15]1[CH2:19][N:18]([C:20]([O:22][C:23]([CH3:26])([CH3:25])[CH3:24])=[O:21])[C@@H:17]([CH2:27][N:28]2[C:29](=[O:38])[C:30]3[C:35](=[CH:34][CH:33]=[CH:32][CH:31]=3)[C:36]2=[O:37])[CH2:16]1)(=[O:13])=[O:12]. The yield is 0.860. (3) The reactants are [CH:1]1([NH:4][C:5]([C:7]2[CH:21]=[C:20]([F:22])[CH:19]=[CH:18][C:8]=2[CH2:9][NH:10]C(=O)OC(C)(C)C)=[O:6])[CH2:3][CH2:2]1.[F:23][C:24]([F:29])([F:28])[C:25]([OH:27])=[O:26]. The catalyst is C(Cl)Cl. The product is [F:23][C:24]([F:29])([F:28])[C:25]([OH:27])=[O:26].[NH2:10][CH2:9][C:8]1[CH:18]=[CH:19][C:20]([F:22])=[CH:21][C:7]=1[C:5]([NH:4][CH:1]1[CH2:3][CH2:2]1)=[O:6]. The yield is 1.00.